From a dataset of Reaction yield outcomes from USPTO patents with 853,638 reactions. Predict the reaction yield, written as a fraction of the theoretical maximum amount of product (1.0 means a 100% yield; for example, 0.34 means a 34% yield). (1) The reactants are [C:1](N1C=CC=CC1=O)(N1C=CC=CC1=O)=[S:2].[CH3:17][C:18]1[CH:19]=[C:20]2[C:25](=[CH:26][CH:27]=1)[CH:24]=[N:23][C:22]([NH2:28])=[CH:21]2. The catalyst is ClCCl. The product is [N:28]([C:22]1[N:23]=[CH:24][C:25]2[C:20]([CH:21]=1)=[CH:19][C:18]([CH3:17])=[CH:27][CH:26]=2)=[C:1]=[S:2]. The yield is 0.474. (2) The reactants are Cl[C:2]1[N:7]=[C:6]([S:8][CH3:9])[C:5]([F:10])=[CH:4][N:3]=1.[F:11][C:12]1[CH:13]=[C:14]2[C:20](B3OC(C)(C)C(C)(C)O3)=[CH:19][N:18]([S:30]([C:33]3[CH:38]=[CH:37][C:36]([CH3:39])=[CH:35][CH:34]=3)(=[O:32])=[O:31])[C:15]2=[N:16][CH:17]=1.C([O-])([O-])=O.[Na+].[Na+]. The catalyst is COCCOC.O. The product is [F:11][C:12]1[CH:13]=[C:14]2[C:20]([C:2]3[N:7]=[C:6]([S:8][CH3:9])[C:5]([F:10])=[CH:4][N:3]=3)=[CH:19][N:18]([S:30]([C:33]3[CH:38]=[CH:37][C:36]([CH3:39])=[CH:35][CH:34]=3)(=[O:31])=[O:32])[C:15]2=[N:16][CH:17]=1. The yield is 0.885.